This data is from NCI-60 drug combinations with 297,098 pairs across 59 cell lines. The task is: Regression. Given two drug SMILES strings and cell line genomic features, predict the synergy score measuring deviation from expected non-interaction effect. (1) Drug 2: CS(=O)(=O)OCCCCOS(=O)(=O)C. Synergy scores: CSS=41.7, Synergy_ZIP=10.4, Synergy_Bliss=11.8, Synergy_Loewe=1.94, Synergy_HSA=11.1. Drug 1: C1=C(C(=O)NC(=O)N1)N(CCCl)CCCl. Cell line: SF-268. (2) Drug 1: CC1CCC2CC(C(=CC=CC=CC(CC(C(=O)C(C(C(=CC(C(=O)CC(OC(=O)C3CCCCN3C(=O)C(=O)C1(O2)O)C(C)CC4CCC(C(C4)OC)O)C)C)O)OC)C)C)C)OC. Drug 2: CC=C1C(=O)NC(C(=O)OC2CC(=O)NC(C(=O)NC(CSSCCC=C2)C(=O)N1)C(C)C)C(C)C. Cell line: MCF7. Synergy scores: CSS=13.3, Synergy_ZIP=-0.981, Synergy_Bliss=0.605, Synergy_Loewe=-21.0, Synergy_HSA=1.24. (3) Cell line: A549. Synergy scores: CSS=3.35, Synergy_ZIP=-3.35, Synergy_Bliss=-3.48, Synergy_Loewe=-2.98, Synergy_HSA=-1.72. Drug 2: C(=O)(N)NO. Drug 1: CCC(=C(C1=CC=CC=C1)C2=CC=C(C=C2)OCCN(C)C)C3=CC=CC=C3.C(C(=O)O)C(CC(=O)O)(C(=O)O)O.